This data is from Catalyst prediction with 721,799 reactions and 888 catalyst types from USPTO. The task is: Predict which catalyst facilitates the given reaction. (1) Reactant: Cl.[NH2:2][CH:3]([C:6]1[CH:11]=[CH:10][CH:9]=[CH:8][C:7]=1[C:12]([F:15])([F:14])[F:13])[CH2:4][OH:5].C(=O)([O-])O.[Na+].[C:21](O[C:21]([O:23][C:24]([CH3:27])([CH3:26])[CH3:25])=[O:22])([O:23][C:24]([CH3:27])([CH3:26])[CH3:25])=[O:22]. Product: [OH:5][CH2:4][CH:3]([NH:2][C:21](=[O:22])[O:23][C:24]([CH3:27])([CH3:26])[CH3:25])[C:6]1[CH:11]=[CH:10][CH:9]=[CH:8][C:7]=1[C:12]([F:13])([F:14])[F:15]. The catalyst class is: 12. (2) Reactant: Br[C:2]1[C:3]([Cl:13])=[CH:4][C:5]2[O:6][CH2:7][C:8](=[O:12])[NH:9][C:10]=2[N:11]=1.[C:14]1(/[CH:20]=[CH:21]/B(O)O)[CH:19]=[CH:18][CH:17]=[CH:16][CH:15]=1.C(=O)([O-])O.[K+]. Product: [Cl:13][C:3]1[C:2](/[CH:21]=[CH:20]/[C:14]2[CH:19]=[CH:18][CH:17]=[CH:16][CH:15]=2)=[N:11][C:10]2[NH:9][C:8](=[O:12])[CH2:7][O:6][C:5]=2[CH:4]=1. The catalyst class is: 708. (3) Reactant: [N:1]1[CH:6]=[CH:5][CH:4]=[C:3]([S:7](Cl)(=[O:9])=[O:8])[CH:2]=1.[NH2:11][CH2:12][C:13]1[N:18]=[C:17]([N:19]([CH2:27][C:28]([O:30][C:31]([CH3:34])([CH3:33])[CH3:32])=[O:29])[C:20]([O:22][C:23]([CH3:26])([CH3:25])[CH3:24])=[O:21])[CH:16]=[CH:15][CH:14]=1.C(N(CC)CC)C.S([O-])(O)(=O)=O.[K+]. Product: [C:23]([O:22][C:20]([N:19]([CH2:27][C:28]([O:30][C:31]([CH3:34])([CH3:33])[CH3:32])=[O:29])[C:17]1[CH:16]=[CH:15][CH:14]=[C:13]([CH2:12][NH:11][S:7]([C:3]2[CH:2]=[N:1][CH:6]=[CH:5][CH:4]=2)(=[O:9])=[O:8])[N:18]=1)=[O:21])([CH3:26])([CH3:25])[CH3:24]. The catalyst class is: 2. (4) Reactant: [CH3:1][O:2][C:3]1[CH:12]=[CH:11][C:6]([C:7]([O:9]C)=[O:8])=[CH:5][C:4]=1[S:13]([N:16]1[CH2:21][CH2:20][O:19][CH2:18][CH2:17]1)(=[O:15])=[O:14].[OH-].[Na+].Cl. Product: [CH3:1][O:2][C:3]1[CH:12]=[CH:11][C:6]([C:7]([OH:9])=[O:8])=[CH:5][C:4]=1[S:13]([N:16]1[CH2:21][CH2:20][O:19][CH2:18][CH2:17]1)(=[O:14])=[O:15]. The catalyst class is: 5. (5) The catalyst class is: 25. Reactant: [Cl:1][C:2]1[CH:7]=[CH:6][C:5]([C:8]2[CH:9]=[C:10]3[C:15](=[N:16][C:17]=2[C:18]2[CH:23]=[CH:22][C:21]([Cl:24])=[CH:20][C:19]=2[Cl:25])[N:14]([CH3:26])[C:13](=[O:27])[C:12](C(O)C)=[C:11]3[NH:31]C(=O)C)=[CH:4][CH:3]=1.O1CCOCC1.Cl. Product: [NH2:31][C:11]1[C:10]2[C:15](=[N:16][C:17]([C:18]3[CH:23]=[CH:22][C:21]([Cl:24])=[CH:20][C:19]=3[Cl:25])=[C:8]([C:5]3[CH:4]=[CH:3][C:2]([Cl:1])=[CH:7][CH:6]=3)[CH:9]=2)[N:14]([CH3:26])[C:13](=[O:27])[CH:12]=1. (6) Reactant: Cl[C:2]1[N:7]=[C:6]([NH:8][CH3:9])[N:5]=[C:4]([NH:10][CH2:11][C:12]#[CH:13])[N:3]=1.[CH:14]1([NH2:17])[CH2:16][CH2:15]1.C([O-])(O)=O.[Na+]. Product: [CH:14]1([NH:17][C:2]2[N:7]=[C:6]([NH:8][CH3:9])[N:5]=[C:4]([NH:10][CH2:11][C:12]#[CH:13])[N:3]=2)[CH2:16][CH2:15]1. The catalyst class is: 12. (7) Reactant: Cl[C:2]1[CH:7]=[CH:6][N:5]=[C:4]([NH:8][C:9]2[CH:14]=[CH:13][CH:12]=[C:11]([Cl:15])[CH:10]=2)[N:3]=1.[NH2:16][CH2:17][C@@H:18]1[CH2:22][CH2:21][N:20]([C:23]([O:25][C:26]([CH3:29])([CH3:28])[CH3:27])=[O:24])[CH2:19]1.C(N(C(C)C)CC)(C)C. Product: [Cl:15][C:11]1[CH:10]=[C:9]([NH:8][C:4]2[N:3]=[C:2]([NH:16][CH2:17][C@@H:18]3[CH2:22][CH2:21][N:20]([C:23]([O:25][C:26]([CH3:29])([CH3:28])[CH3:27])=[O:24])[CH2:19]3)[CH:7]=[CH:6][N:5]=2)[CH:14]=[CH:13][CH:12]=1. The catalyst class is: 1.